From a dataset of Peptide-MHC class I binding affinity with 185,985 pairs from IEDB/IMGT. Regression. Given a peptide amino acid sequence and an MHC pseudo amino acid sequence, predict their binding affinity value. This is MHC class I binding data. (1) The binding affinity (normalized) is 0.360. The peptide sequence is PLIDIIRKR. The MHC is HLA-A33:01 with pseudo-sequence HLA-A33:01. (2) The peptide sequence is IATESIVIW. The MHC is HLA-B58:02 with pseudo-sequence HLA-B58:02. The binding affinity (normalized) is 0.289. (3) The peptide sequence is YLEKEEGII. The MHC is Mamu-B01 with pseudo-sequence Mamu-B01. The binding affinity (normalized) is 0.109. (4) The peptide sequence is HTAAPWGSY. The MHC is HLA-A26:03 with pseudo-sequence HLA-A26:03. The binding affinity (normalized) is 0.936. (5) The peptide sequence is ERAFQNWSV. The MHC is HLA-B57:01 with pseudo-sequence HLA-B57:01. The binding affinity (normalized) is 0.0847.